This data is from Full USPTO retrosynthesis dataset with 1.9M reactions from patents (1976-2016). The task is: Predict the reactants needed to synthesize the given product. (1) Given the product [CH:25]1([C:23]([N:20]2[CH2:21][CH2:22][C@@H:18]([CH2:17][N:9]3[C:10]4[CH:15]=[CH:14][N:13]=[CH:12][C:11]=4[N:16]=[C:8]3[C:5]3[CH:6]=[CH:7][C:2]([C:36]4[CH:37]=[C:38]5[CH:44]=[CH:43][NH:42][C:39]5=[N:40][CH:41]=4)=[CH:3][CH:4]=3)[CH2:19]2)=[O:24])[CH2:27][CH2:26]1, predict the reactants needed to synthesize it. The reactants are: Br[C:2]1[CH:7]=[CH:6][C:5]([C:8]2[N:9]([CH2:17][C@@H:18]3[CH2:22][CH2:21][N:20]([C:23]([CH:25]4[CH2:27][CH2:26]4)=[O:24])[CH2:19]3)[C:10]3[CH:15]=[CH:14][N:13]=[CH:12][C:11]=3[N:16]=2)=[CH:4][CH:3]=1.CC1(C)C(C)(C)OB([C:36]2[CH:37]=[C:38]3[CH:44]=[CH:43][NH:42][C:39]3=[N:40][CH:41]=2)O1.C(=O)([O-])[O-].[K+].[K+]. (2) Given the product [CH2:25]([O:24][C:22]([CH:19]1[CH2:20][CH2:21][N:16]([C:9]([O:11][C:12]([CH3:13])([CH3:14])[CH3:15])=[O:10])[CH2:17][CH2:18]1)=[O:23])[CH3:26], predict the reactants needed to synthesize it. The reactants are: [C:9](O[C:9]([O:11][C:12]([CH3:15])([CH3:14])[CH3:13])=[O:10])([O:11][C:12]([CH3:15])([CH3:14])[CH3:13])=[O:10].[NH:16]1[CH2:21][CH2:20][CH:19]([C:22]([O:24][CH2:25][CH3:26])=[O:23])[CH2:18][CH2:17]1.C(=O)([O-])[O-].[K+].[K+]. (3) Given the product [Br:17][C:18]1[CH:23]=[CH:22][C:21]([F:27])=[C:20]([C:2]2[N:7]=[C:6]([C:8]([O:10][CH3:11])=[O:9])[C:5]([NH:12][CH2:13][CH2:14][O:15][CH3:16])=[N:4][CH:3]=2)[CH:19]=1, predict the reactants needed to synthesize it. The reactants are: Br[C:2]1[N:7]=[C:6]([C:8]([O:10][CH3:11])=[O:9])[C:5]([NH:12][CH2:13][CH2:14][O:15][CH3:16])=[N:4][CH:3]=1.[Br:17][C:18]1[CH:19]=[CH:20][C:21]([F:27])=[C:22](B(O)O)[CH:23]=1. (4) Given the product [CH2:1]([N:8]1[C:16]2[C:11](=[CH:12][C:13]([C:17]3[CH:22]=[CH:21][C:20]([O:23][CH2:39][C:40]#[N:41])=[CH:19][CH:18]=3)=[CH:14][CH:15]=2)[C:10]([CH2:24][C:25]2[CH:30]=[CH:29][CH:28]=[CH:27][CH:26]=2)=[C:9]1[CH3:31])[C:2]1[CH:3]=[CH:4][CH:5]=[CH:6][CH:7]=1, predict the reactants needed to synthesize it. The reactants are: [CH2:1]([N:8]1[C:16]2[C:11](=[CH:12][C:13]([C:17]3[CH:22]=[CH:21][C:20]([OH:23])=[CH:19][CH:18]=3)=[CH:14][CH:15]=2)[C:10]([CH2:24][C:25]2[CH:30]=[CH:29][CH:28]=[CH:27][CH:26]=2)=[C:9]1[CH3:31])[C:2]1[CH:7]=[CH:6][CH:5]=[CH:4][CH:3]=1.C([O-])([O-])=O.[K+].[K+].Br[CH2:39][C:40]#[N:41].